Dataset: Catalyst prediction with 721,799 reactions and 888 catalyst types from USPTO. Task: Predict which catalyst facilitates the given reaction. (1) Reactant: [H-].[Na+].[Br:3][C:4]1[CH:9]=[CH:8][C:7]([NH:10][C:11](=[O:14])[CH2:12][OH:13])=[CH:6][C:5]=1[CH3:15].Br[CH2:17]Br. Product: [Br:3][C:4]1[CH:9]=[CH:8][C:7]([N:10]2[C:11](=[O:14])[CH2:12][O:13][CH2:17]2)=[CH:6][C:5]=1[CH3:15]. The catalyst class is: 3. (2) Reactant: O.C([O-])(=O)C.[K+].[F:7][C:8]1[C:13](B(O)O)=[CH:12][CH:11]=[CH:10][N:9]=1.Cl[C:18]1[CH:23]=[CH:22][N:21]=[C:20]([NH2:24])[CH:19]=1. Product: [F:7][C:8]1[C:13]([C:18]2[CH:23]=[CH:22][N:21]=[C:20]([NH2:24])[CH:19]=2)=[CH:12][CH:11]=[CH:10][N:9]=1. The catalyst class is: 23. (3) Reactant: C([Li:5])CCC.[CH3:6][Si:7]([CH3:14])([CH3:13])[NH:8][Si:9]([CH3:12])([CH3:11])[CH3:10]. Product: [CH3:6][Si:7]([CH3:14])([CH3:13])[N-:8][Si:9]([CH3:12])([CH3:11])[CH3:10].[Li+:5]. The catalyst class is: 7. (4) Reactant: [ClH:1].[O:2]1[C:6]2([CH2:11][CH2:10][CH2:9][NH:8][CH2:7]2)[O:5][CH2:4][CH2:3]1.[CH2:12](O)C. Product: [ClH:1].[CH3:12][CH:11]1[C:6]2([O:5][CH2:4][CH2:3][O:2]2)[CH2:7][NH:8][CH2:9][CH2:10]1. The catalyst class is: 45. (5) Reactant: [F:1][C:2]1[N:7]=[C:6]([CH:8]2[O:12][C:11](=[O:13])[NH:10][CH:9]2[CH2:14][C:15]2[CH:20]=[CH:19][CH:18]=[C:17]([O:21][C:22]([F:27])([F:26])[CH:23]([F:25])[F:24])[CH:16]=2)[CH:5]=[CH:4][CH:3]=1.[C:28](O[C:28]([O:30][C:31]([CH3:34])([CH3:33])[CH3:32])=[O:29])([O:30][C:31]([CH3:34])([CH3:33])[CH3:32])=[O:29].CN(C1C=CC=CN=1)C.O. Product: [F:1][C:2]1[N:7]=[C:6]([CH:8]2[O:12][C:11](=[O:13])[N:10]([C:28]([O:30][C:31]([CH3:34])([CH3:33])[CH3:32])=[O:29])[CH:9]2[CH2:14][C:15]2[CH:20]=[CH:19][CH:18]=[C:17]([O:21][C:22]([F:27])([F:26])[CH:23]([F:24])[F:25])[CH:16]=2)[CH:5]=[CH:4][CH:3]=1. The catalyst class is: 10. (6) Reactant: [CH3:1][O:2][C:3]1[CH:8]=[C:7]([C:9]([NH:11]C(=O)/C=C\C(O)=O)=[O:10])[CH:6]=[CH:5][N:4]=1.O=P(Cl)(Cl)Cl.[NH2:24][NH:25][C:26]([C:35]1[CH:40]=[CH:39][N:38]=[CH:37][N:36]=1)=[N:27][C:28]1[CH:33]=[CH:32][CH:31]=[CH:30][C:29]=1[Cl:34]. Product: [Cl:34][C:29]1[CH:30]=[CH:31][CH:32]=[CH:33][C:28]=1[N:27]1[C:6](/[CH:7]=[CH:8]/[C:3]2[O:10][C:9]([C:7]3[CH:6]=[CH:5][N:4]=[C:3]([O:2][CH3:1])[CH:8]=3)=[N:11][N:4]=2)=[N:24][N:25]=[C:26]1[C:35]1[CH:40]=[CH:39][N:38]=[CH:37][N:36]=1. The catalyst class is: 11.